Dataset: Full USPTO retrosynthesis dataset with 1.9M reactions from patents (1976-2016). Task: Predict the reactants needed to synthesize the given product. (1) Given the product [CH3:22][C:23]([CH3:28])([CH3:27])[CH2:24][CH2:25]/[N:26]=[CH:1]/[C:3]1[CH:8]=[CH:7][CH:6]=[CH:5][C:4]=1[CH:9]1[CH2:14][CH2:13][N:12]([C:15]([O:17][C:18]([CH3:21])([CH3:20])[CH3:19])=[O:16])[CH2:11][CH2:10]1, predict the reactants needed to synthesize it. The reactants are: [CH:1]([C:3]1[CH:8]=[CH:7][CH:6]=[CH:5][C:4]=1[CH:9]1[CH2:14][CH2:13][N:12]([C:15]([O:17][C:18]([CH3:21])([CH3:20])[CH3:19])=[O:16])[CH2:11][CH2:10]1)=O.[CH3:22][C:23]([CH3:28])([CH3:27])[CH2:24][CH2:25][NH2:26]. (2) Given the product [ClH:36].[ClH:36].[CH3:37][N:38]([CH3:43])[CH2:39][CH2:40][N:41]([CH3:42])[C:18](=[O:20])[C:17]1[CH:21]=[CH:22][CH:23]=[C:15]([O:14][C:12]2[CH:11]=[CH:10][N:9]=[C:8]([NH:7][C:4]3[S:5][CH:6]=[C:2]([CH3:1])[N:3]=3)[CH:13]=2)[CH:16]=1, predict the reactants needed to synthesize it. The reactants are: [CH3:1][C:2]1[N:3]=[C:4]([NH:7][C:8]2[CH:13]=[C:12]([O:14][C:15]3[CH:16]=[C:17]([CH:21]=[CH:22][CH:23]=3)[C:18]([OH:20])=O)[CH:11]=[CH:10][N:9]=2)[S:5][CH:6]=1.C(N(CC)CC)C.C([Cl:36])(=O)OCC.[CH3:37][N:38]([CH3:43])[CH2:39][CH2:40][NH:41][CH3:42]. (3) Given the product [Br:1][C:2]1[CH:3]=[CH:4][C:5]([N:8]2[N:9]=[C:10]([C:12]3[C:17]([F:18])=[CH:16][CH:15]=[CH:14][C:13]=3[Cl:19])[NH:11][S:24]2=[O:25])=[CH:6][CH:7]=1, predict the reactants needed to synthesize it. The reactants are: [Br:1][C:2]1[CH:7]=[CH:6][C:5]([NH:8][N:9]=[C:10]([C:12]2[C:17]([F:18])=[CH:16][CH:15]=[CH:14][C:13]=2[Cl:19])[NH2:11])=[CH:4][CH:3]=1.C(Cl)(Cl)Cl.[S:24](Cl)(Cl)=[O:25].